This data is from Catalyst prediction with 721,799 reactions and 888 catalyst types from USPTO. The task is: Predict which catalyst facilitates the given reaction. (1) The catalyst class is: 6. Product: [CH:7]1[CH:8]=[CH:9][C:10]2[S:15][N:14]=[C:13]([N:16]3[CH2:17][CH2:18][N:19]([CH2:22][CH2:23][C:24]4[CH:25]=[C:26]5[CH2:34][C:32](=[O:33])[NH:31][C:27]5=[CH:28][C:29]=4[Cl:30])[CH2:20][CH2:21]3)[C:11]=2[CH:12]=1. Reactant: C([O-])([O-])=O.[Na+].[Na+].[CH:7]1[CH:8]=[CH:9][C:10]2[S:15][N:14]=[C:13]([N:16]3[CH2:21][CH2:20][N:19]([CH2:22][CH2:23][C:24]4[CH:25]=[C:26]5[CH2:34][C:32](=[O:33])[NH:31][C:27]5=[CH:28][C:29]=4[Cl:30])[CH2:18][CH2:17]3)[C:11]=2[CH:12]=1.Cl. (2) Reactant: [CH3:1][NH2:2].[F:3][C:4]1[CH:5]=[C:6]([CH:12]2[CH2:14][O:13]2)[CH:7]=[C:8]([F:11])[C:9]=1[F:10]. Product: [CH3:1][NH:2][CH2:14][CH:12]([C:6]1[CH:5]=[C:4]([F:3])[C:9]([F:10])=[C:8]([F:11])[CH:7]=1)[OH:13]. The catalyst class is: 4. (3) Reactant: [C:1]([C:4]1[C:22](=[O:23])[C@@:8]2([CH3:24])[C:9]3[C:15]([OH:16])=[CH:14][C:13]([O:17][CH3:18])=[C:12]([C:19]([NH2:21])=[O:20])[C:10]=3[O:11][C:7]2=[CH:6][C:5]=1[OH:25])(=[O:3])[CH3:2].[F:26][C:27]1[CH:36]=[CH:35][CH:34]=[C:33]2[C:28]=1[CH:29]=[CH:30][C:31]([CH3:39])=[C:32]2[CH:37]=O.C([SiH](CC)CC)C.FC(F)(F)C(O)=O. Product: [C:1]([C:4]1[C:22](=[O:23])[C@@:8]2([CH3:24])[C:9]3[C:15]([OH:16])=[CH:14][C:13]([O:17][CH3:18])=[C:12]([C:19]([NH:21][CH2:37][C:32]4[C:33]5[C:28](=[C:27]([F:26])[CH:36]=[CH:35][CH:34]=5)[CH:29]=[CH:30][C:31]=4[CH3:39])=[O:20])[C:10]=3[O:11][C:7]2=[CH:6][C:5]=1[OH:25])(=[O:3])[CH3:2]. The catalyst class is: 10. (4) Reactant: [C:1]([CH:5]1[N:14]2[C:9](=[CH:10][C:11](=[O:20])[C:12]([C:15]([O:17][CH2:18][CH3:19])=[O:16])=[CH:13]2)[C:8]2[CH:21]=[C:22]([O:26][CH3:27])[C:23]([OH:25])=[CH:24][C:7]=2[CH2:6]1)([CH3:4])([CH3:3])[CH3:2].Br.Br[CH2:30][CH2:31][N:32]1[CH2:37][CH2:36][O:35][CH2:34][CH2:33]1.C([O-])([O-])=O.[K+].[K+]. Product: [C:1]([CH:5]1[N:14]2[C:9](=[CH:10][C:11](=[O:20])[C:12]([C:15]([O:17][CH2:18][CH3:19])=[O:16])=[CH:13]2)[C:8]2[CH:21]=[C:22]([O:26][CH3:27])[C:23]([O:25][CH2:30][CH2:31][N:32]3[CH2:37][CH2:36][O:35][CH2:34][CH2:33]3)=[CH:24][C:7]=2[CH2:6]1)([CH3:2])([CH3:3])[CH3:4]. The catalyst class is: 3. (5) Reactant: [C:1]([C:5]1[CH:10]=[CH:9][C:8]([NH:11][C:12]2[C:13]3[CH2:21][CH2:20][NH:19][CH2:18][C:14]=3[N:15]=[CH:16][N:17]=2)=[CH:7][CH:6]=1)([CH3:4])([CH3:3])[CH3:2].Cl[C:23]1[C:28]([Cl:29])=[CH:27][CH:26]=[CH:25][N:24]=1.C([O-])([O-])=O.[K+].[K+]. Product: [C:1]([C:5]1[CH:10]=[CH:9][C:8]([NH:11][C:12]2[C:13]3[CH2:21][CH2:20][N:19]([C:23]4[C:28]([Cl:29])=[CH:27][CH:26]=[CH:25][N:24]=4)[CH2:18][C:14]=3[N:15]=[CH:16][N:17]=2)=[CH:7][CH:6]=1)([CH3:4])([CH3:2])[CH3:3]. The catalyst class is: 58.